Dataset: NCI-60 drug combinations with 297,098 pairs across 59 cell lines. Task: Regression. Given two drug SMILES strings and cell line genomic features, predict the synergy score measuring deviation from expected non-interaction effect. (1) Cell line: K-562. Drug 1: C1=CC(=CC=C1CCC2=CNC3=C2C(=O)NC(=N3)N)C(=O)NC(CCC(=O)O)C(=O)O. Drug 2: CCCCC(=O)OCC(=O)C1(CC(C2=C(C1)C(=C3C(=C2O)C(=O)C4=C(C3=O)C=CC=C4OC)O)OC5CC(C(C(O5)C)O)NC(=O)C(F)(F)F)O. Synergy scores: CSS=41.5, Synergy_ZIP=-1.59, Synergy_Bliss=-4.67, Synergy_Loewe=-12.6, Synergy_HSA=-3.90. (2) Drug 1: CC1=C2C(C(=O)C3(C(CC4C(C3C(C(C2(C)C)(CC1OC(=O)C(C(C5=CC=CC=C5)NC(=O)OC(C)(C)C)O)O)OC(=O)C6=CC=CC=C6)(CO4)OC(=O)C)OC)C)OC. Drug 2: C1=C(C(=O)NC(=O)N1)F. Cell line: UACC62. Synergy scores: CSS=57.2, Synergy_ZIP=-6.71, Synergy_Bliss=-7.61, Synergy_Loewe=-0.171, Synergy_HSA=2.03. (3) Drug 1: CC1C(C(CC(O1)OC2CC(CC3=C2C(=C4C(=C3O)C(=O)C5=C(C4=O)C(=CC=C5)OC)O)(C(=O)C)O)N)O.Cl. Drug 2: CCN(CC)CCNC(=O)C1=C(NC(=C1C)C=C2C3=C(C=CC(=C3)F)NC2=O)C. Cell line: RPMI-8226. Synergy scores: CSS=29.3, Synergy_ZIP=8.26, Synergy_Bliss=11.3, Synergy_Loewe=-18.7, Synergy_HSA=7.49. (4) Drug 1: CC(CN1CC(=O)NC(=O)C1)N2CC(=O)NC(=O)C2. Drug 2: CC1=C(C=C(C=C1)C(=O)NC2=CC(=CC(=C2)C(F)(F)F)N3C=C(N=C3)C)NC4=NC=CC(=N4)C5=CN=CC=C5. Cell line: HOP-62. Synergy scores: CSS=7.48, Synergy_ZIP=-3.86, Synergy_Bliss=-1.42, Synergy_Loewe=-2.23, Synergy_HSA=-0.954.